Dataset: Full USPTO retrosynthesis dataset with 1.9M reactions from patents (1976-2016). Task: Predict the reactants needed to synthesize the given product. (1) Given the product [CH3:1][C:2]1[CH:7]=[C:6]([C:8]([F:9])([F:10])[F:11])[CH:5]=[CH:4][C:3]=1[C@H:12]1[CH2:17][C@@H:16]([C:18]2[O:22][NH:21][C:20](=[O:23])[CH:19]=2)[CH2:15][CH2:14][NH:13]1, predict the reactants needed to synthesize it. The reactants are: [CH3:1][C:2]1[CH:7]=[C:6]([C:8]([F:11])([F:10])[F:9])[CH:5]=[CH:4][C:3]=1[C@H:12]1[CH2:17][C@@H:16]([C:18]2[O:22][NH:21][C:20](=[O:23])[CH:19]=2)[CH2:15][CH2:14][N:13]1C(OC)=O.Br. (2) The reactants are: Br[CH2:2][C:3]([NH:5][CH2:6][C:7]1[CH:8]=[C:9]([C:13]2[CH:18]=[CH:17][C:16]([C:19]([F:22])([F:21])[F:20])=[CH:15][CH:14]=2)[CH:10]=[CH:11][CH:12]=1)=[O:4].[O:23]1[CH2:26][CH:25]([NH2:27])[CH2:24]1.C1COCC1. Given the product [O:23]1[CH2:26][CH:25]([NH:27][CH2:2][C:3]([NH:5][CH2:6][C:7]2[CH:8]=[C:9]([C:13]3[CH:18]=[CH:17][C:16]([C:19]([F:22])([F:21])[F:20])=[CH:15][CH:14]=3)[CH:10]=[CH:11][CH:12]=2)=[O:4])[CH2:24]1, predict the reactants needed to synthesize it.